This data is from Forward reaction prediction with 1.9M reactions from USPTO patents (1976-2016). The task is: Predict the product of the given reaction. (1) Given the reactants [Cl:1][C:2]1[CH:3]=[C:4]([CH2:21][CH2:22][C:23](O)=[O:24])[CH:5]=[CH:6][C:7]=1[CH2:8][CH:9]1[CH2:13][CH2:12][N:11]([CH:14]2[CH2:19][CH2:18][CH2:17][CH2:16][CH2:15]2)[C:10]1=[O:20].S(Cl)(Cl)=O, predict the reaction product. The product is: [Cl:1][C:2]1[CH:3]=[C:4]([CH2:21][CH2:22][CH2:23][OH:24])[CH:5]=[CH:6][C:7]=1[CH2:8][CH:9]1[CH2:13][CH2:12][N:11]([CH:14]2[CH2:15][CH2:16][CH2:17][CH2:18][CH2:19]2)[C:10]1=[O:20]. (2) Given the reactants [CH3:1][C:2]1[CH:7]=[C:6]([N+:8]([O-])=O)[CH:5]=[CH:4][C:3]=1[CH:11]([CH2:16][N+:17]([O-])=O)[CH2:12][N+:13]([O-])=O, predict the reaction product. The product is: [NH2:8][C:6]1[CH:5]=[CH:4][C:3]([CH:11]([CH2:16][NH2:17])[CH2:12][NH2:13])=[C:2]([CH3:1])[CH:7]=1. (3) Given the reactants O[C@H]([C@@H](N)CC1C=CC=CC=1)C[N:4]([CH2:6][C:7]1[CH:12]=[CH:11][C:10]([O:13]C)=[CH:9][CH:8]=1)[NH2:5].C(OC(N[C@H:30](C(O)=O)[CH:31]([CH3:33])[CH3:32])=O)C.C([O:39]P(C#N)(=O)OCC)C.C(N(CC)CC)C.CN([CH:57]=[O:58])C, predict the reaction product. The product is: [C:31]([O:39][C:57](=[O:58])[NH:5][NH:4][CH2:6][C:7]1[CH:8]=[CH:9][C:10]([OH:13])=[CH:11][CH:12]=1)([CH3:33])([CH3:32])[CH3:30]. (4) Given the reactants [OH-].[Na+].C[O:4][C:5](=[O:30])[CH2:6][C:7]1[CH:12]=[CH:11][C:10]([NH:13][C:14]2[C:15]3[CH2:28][CH2:27][CH2:26][C:16]=3[N:17]=[C:18]([C:20]3[S:21][C:22]([Cl:25])=[CH:23][CH:24]=3)[N:19]=2)=[C:9]([OH:29])[CH:8]=1.Cl.C(OC)(C)(C)C, predict the reaction product. The product is: [Cl:25][C:22]1[S:21][C:20]([C:18]2[N:19]=[C:14]([NH:13][C:10]3[CH:11]=[CH:12][C:7]([CH2:6][C:5]([OH:30])=[O:4])=[CH:8][C:9]=3[OH:29])[C:15]3[CH2:28][CH2:27][CH2:26][C:16]=3[N:17]=2)=[CH:24][CH:23]=1. (5) Given the reactants [CH:1]1([C:6]([C:8]2[CH:13]=[C:12]([CH3:14])[CH:11]=[CH:10][C:9]=2[NH:15][C:16]([NH:18][C:19]2[S:20][CH:21]=[C:22]([CH2:24][CH:25]=O)[N:23]=2)=[O:17])=[O:7])[CH2:5][CH2:4][CH2:3][CH2:2]1.[NH:27]1[CH2:32][CH2:31][O:30][CH2:29][CH2:28]1, predict the reaction product. The product is: [CH:1]1([C:6]([C:8]2[CH:13]=[C:12]([CH3:14])[CH:11]=[CH:10][C:9]=2[NH:15][C:16]([NH:18][C:19]2[S:20][CH:21]=[C:22]([CH2:24][CH2:25][N:27]3[CH2:32][CH2:31][O:30][CH2:29][CH2:28]3)[N:23]=2)=[O:17])=[O:7])[CH2:5][CH2:4][CH2:3][CH2:2]1. (6) Given the reactants [CH:1]1([C:4]2[N:9]=[C:8]([C:10]3[C:18]4[C:13](=[CH:14][CH:15]=[C:16]([C:19]([NH:21][NH:22][C:23]([NH:25][C:26]5[CH:31]=[CH:30][CH:29]=[CH:28][CH:27]=5)=O)=[O:20])[CH:17]=4)[NH:12][CH:11]=3)[CH:7]=[N:6][CH:5]=2)[CH2:3][CH2:2]1.P(Cl)(Cl)(Cl)=O, predict the reaction product. The product is: [CH:1]1([C:4]2[N:9]=[C:8]([C:10]3[C:18]4[C:13](=[CH:14][CH:15]=[C:16]([C:19]5[O:20][C:23]([NH:25][C:26]6[CH:31]=[CH:30][CH:29]=[CH:28][CH:27]=6)=[N:22][N:21]=5)[CH:17]=4)[NH:12][CH:11]=3)[CH:7]=[N:6][CH:5]=2)[CH2:3][CH2:2]1. (7) Given the reactants [C:1]([NH:4][C:5]1[CH:6]=[C:7]([NH:11][C:12](=[O:17])[CH:13]=[C:14]([CH3:16])[CH3:15])[CH:8]=[CH:9][CH:10]=1)(=[O:3])[CH3:2].CC1(C)C2C(=CC([N+]([O-])=O)=CC=2)NC1.[Al+3].[Cl-].[Cl-].[Cl-], predict the reaction product. The product is: [CH3:15][C:14]1([CH3:16])[C:8]2[C:7](=[CH:6][C:5]([NH:4][C:1](=[O:3])[CH3:2])=[CH:10][CH:9]=2)[NH:11][C:12](=[O:17])[CH2:13]1. (8) The product is: [NH2:11][C:9]1[C:10]2[N:2]([CH3:1])[C:3]3[CH2:17][CH2:16][N:15]([C:18]([O:20][CH2:21][CH3:22])=[O:19])[CH2:14][C:4]=3[C:5]=2[CH:6]=[CH:7][CH:8]=1. Given the reactants [CH3:1][N:2]1[C:10]2[C:9]([N+:11]([O-])=O)=[CH:8][CH:7]=[CH:6][C:5]=2[C:4]2[CH2:14][N:15]([C:18]([O:20][CH2:21][CH3:22])=[O:19])[CH2:16][CH2:17][C:3]1=2, predict the reaction product. (9) The product is: [CH3:12][O:11][C:10]1[C:4]2[S:3][C:2]([C:14]#[N:15])=[CH:6][C:5]=2[CH:7]=[CH:8][CH:9]=1. Given the reactants I[C:2]1[S:3][C:4]2[C:10]([O:11][CH3:12])=[CH:9][CH:8]=[CH:7][C:5]=2[CH:6]=1.[Cu][C:14]#[N:15].CN(C)C=O.C(N)CN, predict the reaction product.